From a dataset of Reaction yield outcomes from USPTO patents with 853,638 reactions. Predict the reaction yield, written as a fraction of the theoretical maximum amount of product (1.0 means a 100% yield; for example, 0.34 means a 34% yield). (1) The reactants are [N:1]1([CH2:6][CH2:7][O:8][C:9]2[CH:14]=[CH:13][C:12]([NH2:15])=[CH:11][CH:10]=2)[CH2:5][CH2:4][CH2:3][CH2:2]1.[F:16][C:17]1[CH:18]=[C:19]2[C:23](=[CH:24][CH:25]=1)[NH:22][C:21](=[O:26])[C:20]2=[CH:27]O. The product is [F:16][C:17]1[CH:18]=[C:19]2[C:23](=[CH:24][CH:25]=1)[NH:22][C:21](=[O:26])[C:20]2=[CH:27][NH:15][C:12]1[CH:11]=[CH:10][C:9]([O:8][CH2:7][CH2:6][N:1]2[CH2:5][CH2:4][CH2:3][CH2:2]2)=[CH:14][CH:13]=1. The yield is 0.690. No catalyst specified. (2) The yield is 0.700. The product is [C:18]([NH:22][C:23]([C:25]1[CH:29]=[C:28]([C:30]2[N:31]=[CH:32][C:33]([CH2:36][NH:37][C:9](=[O:10])[O:11][C:12]3[CH:17]=[CH:16][CH:15]=[CH:14][CH:13]=3)=[CH:34][CH:35]=2)[N:27]([C:38]2[CH:43]=[CH:42][CH:41]=[CH:40][CH:39]=2)[N:26]=1)=[O:24])([CH3:21])([CH3:19])[CH3:20]. The reactants are C(N(CC)CC)C.Cl[C:9]([O:11][C:12]1[CH:17]=[CH:16][CH:15]=[CH:14][CH:13]=1)=[O:10].[C:18]([NH:22][C:23]([C:25]1[CH:29]=[C:28]([C:30]2[CH:35]=[CH:34][C:33]([CH2:36][NH2:37])=[CH:32][N:31]=2)[N:27]([C:38]2[CH:43]=[CH:42][CH:41]=[CH:40][CH:39]=2)[N:26]=1)=[O:24])([CH3:21])([CH3:20])[CH3:19].CO. The catalyst is ClCCl. (3) The reactants are [F:1][CH:2]([F:28])[O:3][C:4]1[C:5](=[O:27])[N:6](C2CCCCO2)[N:7]=[CH:8][C:9]=1[NH:10][C@@H:11]1[CH2:16][C@@H:15]2[CH2:17][C@@H:13]([C:14]2([CH3:19])[CH3:18])[C@H:12]1[CH3:20]. The catalyst is C(O)(=O)C.O1CCCC1.O.Cl. The product is [F:28][CH:2]([F:1])[O:3][C:4]1[C:5](=[O:27])[NH:6][N:7]=[CH:8][C:9]=1[NH:10][C@@H:11]1[CH2:16][C@@H:15]2[CH2:17][C@@H:13]([C:14]2([CH3:19])[CH3:18])[C@H:12]1[CH3:20]. The yield is 0.790. (4) The catalyst is C(OCC)(=O)C. The yield is 0.930. The product is [CH2:35]([O:34][C:32]([NH:2][C@:3]([CH3:24])([CH2:6][CH2:7][C:8]1[O:9][C:10]([C:13]#[C:14][CH2:15][CH2:16][O:17][CH:18]2[CH2:19][CH2:20][CH2:21][CH2:22][CH2:23]2)=[CH:11][CH:12]=1)[CH2:4][OH:5])=[O:33])[CH:36]=[CH2:37]. The reactants are Cl.[NH2:2][C@:3]([CH3:24])([CH2:6][CH2:7][C:8]1[O:9][C:10]([C:13]#[C:14][CH2:15][CH2:16][O:17][CH:18]2[CH2:23][CH2:22][CH2:21][CH2:20][CH2:19]2)=[CH:11][CH:12]=1)[CH2:4][OH:5].O.C(=O)([O-])O.[K+].Cl[C:32]([O:34][CH2:35][CH:36]=[CH2:37])=[O:33]. (5) The product is [C:25]([C:29]1[O:33][C:32]([C:34]2[C:38]([CH:39]=[C:1]([Br:5])[Br:2])=[C:37]([C:41]3[CH:42]=[CH:43][C:44]([Cl:47])=[CH:45][CH:46]=3)[N:36]([C:48]3[CH:53]=[CH:52][C:51]([Cl:54])=[CH:50][C:49]=3[Cl:55])[N:35]=2)=[N:31][N:30]=1)([CH3:28])([CH3:26])[CH3:27]. The catalyst is C(Cl)Cl. The yield is 0.580. The reactants are [C:1]([Br:5])(Br)(Br)[Br:2].C1(P(C2C=CC=CC=2)C2C=CC=CC=2)C=CC=CC=1.[C:25]([C:29]1[O:33][C:32]([C:34]2[C:38]([CH:39]=O)=[C:37]([C:41]3[CH:46]=[CH:45][C:44]([Cl:47])=[CH:43][CH:42]=3)[N:36]([C:48]3[CH:53]=[CH:52][C:51]([Cl:54])=[CH:50][C:49]=3[Cl:55])[N:35]=2)=[N:31][N:30]=1)([CH3:28])([CH3:27])[CH3:26].